Dataset: Forward reaction prediction with 1.9M reactions from USPTO patents (1976-2016). Task: Predict the product of the given reaction. (1) Given the reactants [NH:1]1[C:5]2=[N:6][CH:7]=[C:8](NC(=O)OC3C=CC=CC=3)[CH:9]=[C:4]2[CH:3]=[CH:2]1.Cl.[NH:21]1[CH2:26][CH2:25][C:24](=[CH:27][C:28]2[CH:29]=[C:30]([CH:42]=[CH:43][CH:44]=2)[O:31][C:32]2[CH:37]=[CH:36][C:35]([C:38]([F:41])([F:40])[F:39])=[CH:34][N:33]=2)[CH2:23][CH2:22]1.C([N:47]([CH2:50]C)CC)C.CC[O:54]C(C)=O, predict the reaction product. The product is: [NH:1]1[C:5]2=[N:6][C:7]([NH:47][C:50]([N:21]3[CH2:26][CH2:25][C:24](=[CH:27][C:28]4[CH:44]=[CH:43][CH:42]=[C:30]([O:31][C:32]5[CH:37]=[CH:36][C:35]([C:38]([F:41])([F:39])[F:40])=[CH:34][N:33]=5)[CH:29]=4)[CH2:23][CH2:22]3)=[O:54])=[CH:8][CH:9]=[C:4]2[CH:3]=[CH:2]1. (2) Given the reactants [Cl:1][C:2]1[CH:10]=[CH:9][C:5]([C:6](Cl)=[O:7])=[CH:4][CH:3]=1.[NH2:11][C:12]([CH3:28])([CH2:15][N:16]1[CH:24]=[C:23]2[C:18]([C:19]([Cl:27])=[C:20]([Cl:26])[CH:21]=[C:22]2[Cl:25])=[N:17]1)[C:13]#[N:14], predict the reaction product. The product is: [C:13]([C:12]([NH:11][C:6](=[O:7])[C:5]1[CH:9]=[CH:10][C:2]([Cl:1])=[CH:3][CH:4]=1)([CH3:28])[CH2:15][N:16]1[CH:24]=[C:23]2[C:18]([C:19]([Cl:27])=[C:20]([Cl:26])[CH:21]=[C:22]2[Cl:25])=[N:17]1)#[N:14].